From a dataset of Reaction yield outcomes from USPTO patents with 853,638 reactions. Predict the reaction yield, written as a fraction of the theoretical maximum amount of product (1.0 means a 100% yield; for example, 0.34 means a 34% yield). (1) The reactants are C(=O)([O-])[O-].[K+].[K+].CN(C=O)C.[C:12]1([C:18]2[CH:19]=[C:20]([OH:24])[CH:21]=[CH:22][CH:23]=2)[CH2:17][CH2:16][CH2:15][CH2:14][CH:13]=1.Br[CH2:26][C:27]([O:29][CH2:30][CH3:31])=[O:28]. The catalyst is C(OCC)(=O)C.O. The product is [C:12]1([C:18]2[CH:19]=[C:20]([CH:21]=[CH:22][CH:23]=2)[O:24][CH2:26][C:27]([O:29][CH2:30][CH3:31])=[O:28])[CH2:17][CH2:16][CH2:15][CH2:14][CH:13]=1. The yield is 0.920. (2) The reactants are [Cl:1][C:2]1[C:7]([C:8](OC)=[O:9])=[CH:6][C:5]([F:12])=[C:4]([Cl:13])[N:3]=1.CC(C[AlH]CC(C)C)C. The catalyst is C(Cl)Cl.CO. The product is [Cl:1][C:2]1[C:7]([CH2:8][OH:9])=[CH:6][C:5]([F:12])=[C:4]([Cl:13])[N:3]=1. The yield is 0.530. (3) The reactants are [CH2:1]([N:8]1[C:13](=O)[CH:12]2[CH:10]([CH:11]2[N+:15]([O-:17])=[O:16])[C:9]1=O)[C:2]1[CH:7]=[CH:6][CH:5]=[CH:4][CH:3]=1.[BH4-].[Na+].B(F)(F)F.C1COCC1.O. The catalyst is C1COCC1. The product is [CH2:1]([N:8]1[CH2:9][CH:10]2[CH:12]([CH:11]2[N+:15]([O-:17])=[O:16])[CH2:13]1)[C:2]1[CH:3]=[CH:4][CH:5]=[CH:6][CH:7]=1. The yield is 0.930. (4) The reactants are [OH-].[Na+].[CH2:3]([O:14][C:15]1[CH:24]=[CH:23][CH:22]=[CH:21][C:16]=1[C:17]([O:19]C)=[O:18])[CH2:4][CH2:5]/[CH:6]=[CH:7]\[CH2:8][CH2:9][CH2:10][CH2:11][CH2:12][CH3:13]. The catalyst is CO. The product is [CH2:3]([O:14][C:15]1[CH:24]=[CH:23][CH:22]=[CH:21][C:16]=1[C:17]([OH:19])=[O:18])[CH2:4][CH2:5]/[CH:6]=[CH:7]\[CH2:8][CH2:9][CH2:10][CH2:11][CH2:12][CH3:13]. The yield is 0.990. (5) The reactants are Cl[C:2]1[N:7]2[N:8]=[C:9]([C:11]3[CH:16]=[CH:15][CH:14]=[CH:13][CH:12]=3)[CH:10]=[C:6]2[N:5]=[C:4]([C:17]2[O:18][CH:19]=[CH:20][CH:21]=2)[CH:3]=1.[O:22]1[CH:26]=[CH:25][C:24]([C:27]([N:29]2[CH2:34][CH2:33][NH:32][CH2:31][CH2:30]2)=[O:28])=[CH:23]1.C(N(C(C)C)C(C)C)C. The catalyst is C(#N)C. The product is [O:18]1[CH:19]=[CH:20][CH:21]=[C:17]1[C:4]1[CH:3]=[C:2]([N:32]2[CH2:33][CH2:34][N:29]([C:27]([C:24]3[CH:25]=[CH:26][O:22][CH:23]=3)=[O:28])[CH2:30][CH2:31]2)[N:7]2[N:8]=[C:9]([C:11]3[CH:16]=[CH:15][CH:14]=[CH:13][CH:12]=3)[CH:10]=[C:6]2[N:5]=1. The yield is 0.990. (6) The reactants are [CH:1]1([C:4]2[CH:9]=[CH:8][N:7]=[CH:6][C:5]=2[N:10]2[CH2:14][CH2:13][NH:12][C:11]2=[O:15])[CH2:3][CH2:2]1.Br[C:17]1[CH:26]=[CH:25][C:24]2[C:19](=[CH:20][CH:21]=[CH:22][CH:23]=2)[CH:18]=1.CN[C@@H]1CCCC[C@H]1NC.P([O-])([O-])([O-])=O.[K+].[K+].[K+]. The catalyst is [Cu](I)I.O1CCOCC1. The product is [CH:1]1([C:4]2[CH:9]=[CH:8][N:7]=[CH:6][C:5]=2[N:10]2[CH2:14][CH2:13][N:12]([C:17]3[CH:26]=[CH:25][C:24]4[C:19](=[CH:20][CH:21]=[CH:22][CH:23]=4)[CH:18]=3)[C:11]2=[O:15])[CH2:3][CH2:2]1. The yield is 0.120. (7) The reactants are F[C:2]1[CH:15]=[CH:14][C:13]([C:16]([F:19])([F:18])[F:17])=[CH:12][C:3]=1[C:4]([C:6]1[CH:11]=[CH:10][CH:9]=[CH:8][CH:7]=1)=O.[NH2:20][NH2:21]. No catalyst specified. The product is [C:6]1([C:4]2[C:3]3[C:2](=[CH:15][CH:14]=[C:13]([C:16]([F:19])([F:18])[F:17])[CH:12]=3)[NH:21][N:20]=2)[CH:11]=[CH:10][CH:9]=[CH:8][CH:7]=1. The yield is 0.760. (8) The reactants are [Cl:1][C:2]1[C:7]([NH:8][C:9](=[O:12])[CH2:10]Br)=[C:6]([Cl:13])[CH:5]=[C:4]([CH3:14])[N:3]=1.C(=O)([O-])[O-].[K+].[K+].[OH:21][CH2:22][CH2:23][N:24]1[CH2:29][CH2:28][NH:27][CH2:26][CH2:25]1. The catalyst is C(#N)C. The product is [Cl:1][C:2]1[C:7]([NH:8][C:9](=[O:12])[CH2:10][N:27]2[CH2:28][CH2:29][N:24]([CH2:23][CH2:22][OH:21])[CH2:25][CH2:26]2)=[C:6]([Cl:13])[CH:5]=[C:4]([CH3:14])[N:3]=1. The yield is 0.900. (9) The reactants are Br[C:2]1[CH:3]=[C:4]2[C:31](=[CH:32][CH:33]=1)[C:8]1[NH:9][C:10]([C@@H:12]3[CH2:16][CH2:15][CH2:14][N:13]3[C:17](=[O:30])[C@@H:18]([NH:25][C:26](=[O:29])[O:27][CH3:28])[CH:19]3[CH2:24][CH2:23][O:22][CH2:21][CH2:20]3)=[N:11][C:7]=1[CH2:6][CH2:5]2.CC1(C)C(C)(C)OB([C:42]2[CH:43]=[C:44]3[C:49](=[CH:50][CH:51]=2)[CH:48]=[C:47]([C:52]2[NH:56][C:55]([C@@H:57]4[CH2:61][CH2:60][CH2:59][N:58]4[C:62]([O:64][C:65]([CH3:68])([CH3:67])[CH3:66])=[O:63])=[N:54][CH:53]=2)[CH:46]=[CH:45]3)O1.C([O-])([O-])=O.[K+].[K+]. The catalyst is COCCOC.C1C=CC([P]([Pd]([P](C2C=CC=CC=2)(C2C=CC=CC=2)C2C=CC=CC=2)([P](C2C=CC=CC=2)(C2C=CC=CC=2)C2C=CC=CC=2)[P](C2C=CC=CC=2)(C2C=CC=CC=2)C2C=CC=CC=2)(C2C=CC=CC=2)C2C=CC=CC=2)=CC=1. The product is [CH3:28][O:27][C:26]([NH:25][C@@H:18]([CH:19]1[CH2:24][CH2:23][O:22][CH2:21][CH2:20]1)[C:17]([N:13]1[CH2:14][CH2:15][CH2:16][C@H:12]1[C:10]1[NH:9][C:8]2[C:31]3[C:4]([CH2:5][CH2:6][C:7]=2[N:11]=1)=[CH:3][C:2]([C:42]1[CH:43]=[C:44]2[C:49](=[CH:50][CH:51]=1)[CH:48]=[C:47]([C:52]1[NH:56][C:55]([C@@H:57]4[CH2:61][CH2:60][CH2:59][N:58]4[C:62]([O:64][C:65]([CH3:68])([CH3:67])[CH3:66])=[O:63])=[N:54][CH:53]=1)[CH:46]=[CH:45]2)=[CH:33][CH:32]=3)=[O:30])=[O:29]. The yield is 0.400.